Dataset: Reaction yield outcomes from USPTO patents with 853,638 reactions. Task: Predict the reaction yield, written as a fraction of the theoretical maximum amount of product (1.0 means a 100% yield; for example, 0.34 means a 34% yield). The yield is 0.370. The product is [CH3:21][O:20][C:17]1[N:18]=[C:19]2[C:14](=[CH:15][CH:16]=1)[N:13]=[CH:12][CH:11]=[C:10]2[N:7]1[CH2:8][CH2:9][N:4]([CH2:3][CH2:2][NH:1][CH2:41][C:39]2[CH:38]=[CH:37][C:34]3[S:35][CH2:36][C:31](=[O:30])[NH:32][C:33]=3[N:40]=2)[CH2:5][C:6]1=[O:22]. The reactants are [NH2:1][CH2:2][CH2:3][N:4]1[CH2:9][CH2:8][N:7]([C:10]2[C:19]3[C:14](=[CH:15][CH:16]=[C:17]([O:20][CH3:21])[N:18]=3)[N:13]=[CH:12][CH:11]=2)[C:6](=[O:22])[CH2:5]1.[O-]S([O-])(=O)=O.[Na+].[Na+].[O:30]=[C:31]1[CH2:36][S:35][C:34]2[CH:37]=[CH:38][C:39]([CH:41]=O)=[N:40][C:33]=2[NH:32]1.[BH-](OC(C)=O)(OC(C)=O)OC(C)=O.[Na+]. The catalyst is C(Cl)Cl.CCO.